Dataset: Catalyst prediction with 721,799 reactions and 888 catalyst types from USPTO. Task: Predict which catalyst facilitates the given reaction. (1) Reactant: [CH2:1]([S:8][CH:9]([CH:38]=O)[CH2:10][NH:11][C:12]([C:14]1[NH:15][C:16]2[C:21]([CH:22]=1)=[CH:20][C:19]([O:23][CH2:24][CH2:25][O:26][CH3:27])=[CH:18][C:17]=2[NH:28][S:29]([C:32]1[CH:37]=[CH:36][CH:35]=[CH:34][N:33]=1)(=[O:31])=[O:30])=[O:13])[C:2]1[CH:7]=[CH:6][CH:5]=[CH:4][CH:3]=1.[NH:40]1[CH2:45][CH2:44][S:43](=[O:47])(=[O:46])[CH2:42][CH2:41]1.O1CCCC1.C(O[BH-](OC(=O)C)OC(=O)C)(=O)C.[Na+]. Product: [CH2:1]([S:8][CH:9]([CH2:38][N:40]1[CH2:45][CH2:44][S:43](=[O:47])(=[O:46])[CH2:42][CH2:41]1)[CH2:10][NH:11][C:12]([C:14]1[NH:15][C:16]2[C:21]([CH:22]=1)=[CH:20][C:19]([O:23][CH2:24][CH2:25][O:26][CH3:27])=[CH:18][C:17]=2[NH:28][S:29]([C:32]1[CH:37]=[CH:36][CH:35]=[CH:34][N:33]=1)(=[O:30])=[O:31])=[O:13])[C:2]1[CH:7]=[CH:6][CH:5]=[CH:4][CH:3]=1. The catalyst class is: 6. (2) The catalyst class is: 1. Reactant: [O:1]1[CH2:6][CH2:5][CH:4]([CH2:7][C:8]([OH:10])=O)[CH2:3][CH2:2]1.CN(C(ON1N=NC2C=CC=NC1=2)=[N+](C)C)C.F[P-](F)(F)(F)(F)F.CN1CCOCC1.[CH3:42][O:43][C:44]1[C:45]2[N:58]=[C:57]([NH2:59])[S:56][C:46]=2[C:47]([N:50]2[CH2:55][CH2:54][O:53][CH2:52][CH2:51]2)=[N:48][CH:49]=1. Product: [CH3:42][O:43][C:44]1[C:45]2[N:58]=[C:57]([NH:59][C:8](=[O:10])[CH2:7][CH:4]3[CH2:3][CH2:2][O:1][CH2:6][CH2:5]3)[S:56][C:46]=2[C:47]([N:50]2[CH2:51][CH2:52][O:53][CH2:54][CH2:55]2)=[N:48][CH:49]=1. (3) Reactant: Br[C:2]1[CH:7]=[CH:6][C:5]([CH3:8])=[CH:4][C:3]=1[C:9]([F:12])([F:11])[F:10].[I-:13].[Na+].CN[C@@H]1CCCC[C@H]1NC. Product: [I:13][C:2]1[CH:7]=[CH:6][C:5]([CH3:8])=[CH:4][C:3]=1[C:9]([F:12])([F:11])[F:10]. The catalyst class is: 830. (4) Reactant: [C:1]([O:5][C:6](=[O:26])[NH:7][C@H:8]([C:20]1[CH:25]=[CH:24][CH:23]=[CH:22][CH:21]=1)[C@@H:9]([OH:19])[CH2:10][O:11][Si:12]([C:15]([CH3:18])([CH3:17])[CH3:16])([CH3:14])[CH3:13])([CH3:4])([CH3:3])[CH3:2].C1(P(C2C=CC=CC=2)C2C=CC=CC=2)C=CC=CC=1.[N+:46]([C:49]1[CH:57]=[CH:56][C:52]([C:53](O)=[O:54])=[CH:51][CH:50]=1)([O-:48])=[O:47].N(C(OC(C)C)=O)=NC(OC(C)C)=O.C1(C)C=CC=CC=1. Product: [N+:46]([C:49]1[CH:50]=[CH:51][C:52]([C:53]([O:19][C@@H:9]([C@@H:8]([C:20]2[CH:21]=[CH:22][CH:23]=[CH:24][CH:25]=2)[NH:7][C:6](=[O:26])[O:5][C:1]([CH3:2])([CH3:3])[CH3:4])[CH2:10][O:11][Si:12]([CH3:13])([CH3:14])[C:15]([CH3:16])([CH3:17])[CH3:18])=[O:54])=[CH:56][CH:57]=1)([O-:48])=[O:47]. The catalyst class is: 375. (5) Reactant: [CH2:1]1[CH:5]2[CH:4]3[CH:3]=[CH:2][CH:1]([CH:4]2[CH:3]=[CH:2]1)[CH2:5]3.[Cl:11][SiH:12]([Cl:14])[Cl:13].CCCCCCCCCCCCCCCC. Product: [CH:4]1([Si:12]([Cl:14])([Cl:13])[Cl:11])[CH2:5][CH2:1][CH:2]=[CH:3]1. The catalyst class is: 11. (6) The catalyst class is: 3. Reactant: [CH2:1]([N:8]1[CH:16]=[C:15]2[C:10]([CH:11]=[C:12]([C:17]3[CH:18]=[C:19]([CH2:27][CH:28]4[CH2:33][O:32][CH2:31][CH2:30][NH:29]4)[N:20]4[C:25]=3[C:24]([NH2:26])=[N:23][CH:22]=[N:21]4)[CH:13]=[CH:14]2)=[N:9]1)[C:2]1[CH:7]=[CH:6][CH:5]=[CH:4][CH:3]=1.[CH3:34][N:35]([CH3:40])[CH2:36][C:37](O)=[O:38].CCN=C=NCCCN(C)C.Cl.C1C=CC2N(O)N=NC=2C=1.C(N(CC)C(C)C)(C)C. Product: [CH2:1]([N:8]1[CH:16]=[C:15]2[C:10]([CH:11]=[C:12]([C:17]3[CH:18]=[C:19]([CH2:27][CH:28]4[CH2:33][O:32][CH2:31][CH2:30][N:29]4[C:37](=[O:38])[CH2:36][N:35]([CH3:40])[CH3:34])[N:20]4[C:25]=3[C:24]([NH2:26])=[N:23][CH:22]=[N:21]4)[CH:13]=[CH:14]2)=[N:9]1)[C:2]1[CH:7]=[CH:6][CH:5]=[CH:4][CH:3]=1. (7) Reactant: O[C:2]1[CH:7]=[CH:6][C:5](C([C:2]2[CH:7]=[CH:6][C:5](O)=[CH:4][CH:3]=2)(C)C)=[CH:4][CH:3]=1.C1(C)C(O)=CC=CC=1.C(N=C(N)N)#N.CC1NC=CN=1.COCC(O)C.C1C2P(=O)OC3C(=CC=CC=3)C=2C=CC=1.C1C=C2C3C(P(CC(C(O)=O)CC(O)=O)(OC2=CC=1)=O)=CC=CC=3.C1(N)N=C(N)N=C(N)N=1.[OH:92][P:93](O)([OH:95])=[O:94].[OH-].[OH-].[OH-].[Al+3].O.O.O.[Al]. Product: [C:2]1([P:93](=[O:92])([OH:95])[OH:94])[CH:7]=[CH:6][CH:5]=[CH:4][CH:3]=1. The catalyst class is: 9.